From a dataset of Reaction yield outcomes from USPTO patents with 853,638 reactions. Predict the reaction yield, written as a fraction of the theoretical maximum amount of product (1.0 means a 100% yield; for example, 0.34 means a 34% yield). (1) The reactants are [Cl:1][C:2]1[CH:7]=[CH:6][C:5]([CH:8]2[C:12]3[N:13]([CH:21]([CH3:23])[CH3:22])[C:14]([CH:16]4[CH2:20][CH2:19][O:18][CH2:17]4)=[N:15][C:11]=3[C:10](=[O:24])[NH:9]2)=[CH:4][CH:3]=1.Cl[C:26]1[CH:27]=[C:28]([CH3:36])[C:29]2[N:30]([C:32]([CH3:35])=[N:33][N:34]=2)[N:31]=1.CC1(C)C2C(=C(P(C3C=CC=CC=3)C3C=CC=CC=3)C=CC=2)OC2C(P(C3C=CC=CC=3)C3C=CC=CC=3)=CC=CC1=2.C([O-])([O-])=O.[Cs+].[Cs+]. The catalyst is O1CCOCC1.C1C=CC(/C=C/C(/C=C/C2C=CC=CC=2)=O)=CC=1.C1C=CC(/C=C/C(/C=C/C2C=CC=CC=2)=O)=CC=1.C1C=CC(/C=C/C(/C=C/C2C=CC=CC=2)=O)=CC=1.[Pd].[Pd]. The product is [Cl:1][C:2]1[CH:7]=[CH:6][C:5]([CH:8]2[C:12]3[N:13]([CH:21]([CH3:22])[CH3:23])[C:14]([CH:16]4[CH2:20][CH2:19][O:18][CH2:17]4)=[N:15][C:11]=3[C:10](=[O:24])[N:9]2[C:26]2[CH:27]=[C:28]([CH3:36])[C:29]3[N:30]([C:32]([CH3:35])=[N:33][N:34]=3)[N:31]=2)=[CH:4][CH:3]=1. The yield is 0.510. (2) The reactants are [Cl:1][C:2]1[N:10]=[C:9]2[C:5]([N:6]=[C:7]([CH:11]([NH:13][CH3:14])[CH3:12])[NH:8]2)=[C:4]([N:15]2[CH2:20]CO[CH2:17][CH2:16]2)[N:3]=1.[C:21](=[O:24])([O-])[O-].[Cs+].[Cs+].Br[CH2:28][CH2:29]Br. The catalyst is CN(C=O)C.O. The product is [Cl:1][C:2]1[N:3]=[C:4]([N:15]2[CH2:20][CH2:21][O:24][CH2:17][CH2:16]2)[C:5]2[N:6]=[C:7]3[N:8]([C:9]=2[N:10]=1)[CH2:29][CH2:28][N:13]([CH3:14])[CH:11]3[CH3:12]. The yield is 0.740. (3) The reactants are [NH2:1][C:2]1[C:10]([O:11][CH3:12])=[CH:9][C:8]([Br:13])=[CH:7][C:3]=1[C:4](O)=[O:5].B.C1COCC1. The catalyst is O1CCCC1. The product is [NH2:1][C:2]1[C:10]([O:11][CH3:12])=[CH:9][C:8]([Br:13])=[CH:7][C:3]=1[CH2:4][OH:5]. The yield is 0.620. (4) No catalyst specified. The yield is 0.570. The product is [Cl:14][C:10]1[N:9]=[N:8][CH:7]=[C:6]2[O:1][CH2:2][CH2:3][CH2:4][C:5]=12. The reactants are [O:1]1[C:6]2[CH:7]=[N:8][NH:9][C:10](=O)[C:5]=2[CH2:4][CH2:3][CH2:2]1.P(Cl)(Cl)([Cl:14])=O. (5) The reactants are [C:1]([O:5][C:6]([N:8]1[CH2:13][CH2:12][C:11](=[CH:14]Br)[CH2:10][CH2:9]1)=[O:7])([CH3:4])([CH3:3])[CH3:2].[S:16]1[C:20]2[CH:21]=[C:22]([Sn](CCCC)(CCCC)CCCC)[CH:23]=[CH:24][C:19]=2[N:18]=[CH:17]1. The catalyst is CN(C=O)C.[Cu]I.C1C=CC([P]([Pd]([P](C2C=CC=CC=2)(C2C=CC=CC=2)C2C=CC=CC=2)([P](C2C=CC=CC=2)(C2C=CC=CC=2)C2C=CC=CC=2)[P](C2C=CC=CC=2)(C2C=CC=CC=2)C2C=CC=CC=2)(C2C=CC=CC=2)C2C=CC=CC=2)=CC=1. The product is [C:1]([O:5][C:6]([N:8]1[CH2:13][CH2:12][C:11](=[CH:14][C:22]2[CH:23]=[CH:24][C:19]3[N:18]=[CH:17][S:16][C:20]=3[CH:21]=2)[CH2:10][CH2:9]1)=[O:7])([CH3:4])([CH3:3])[CH3:2]. The yield is 0.160. (6) The product is [Cl:3][C:4]1[CH:5]=[CH:6][C:7]2[N:8]([C:10]([CH2:16][OH:17])=[C:11]([CH:13]3[CH2:14][CH2:15]3)[N:12]=2)[N:9]=1. The yield is 0.930. The reactants are [BH4-].[Na+].[Cl:3][C:4]1[CH:5]=[CH:6][C:7]2[N:8]([C:10]([CH:16]=[O:17])=[C:11]([CH:13]3[CH2:15][CH2:14]3)[N:12]=2)[N:9]=1. The catalyst is CO. (7) The reactants are [Br:1][C:2]1[CH:7]=[CH:6][C:5]([C:8]2[O:12][C:11]([C@H:13]([NH:24][C:25]3[CH:32]=[CH:31][C:28]([C:29]#[N:30])=[C:27]([Cl:33])[C:26]=3[CH3:34])[C@@H:14]([O:16][Si](C(C)(C)C)(C)C)[CH3:15])=[N:10][N:9]=2)=[CH:4][CH:3]=1.CCCC[N+](CCCC)(CCCC)CCCC.[F-]. The catalyst is C1COCC1. The product is [Br:1][C:2]1[CH:7]=[CH:6][C:5]([C:8]2[O:12][C:11]([C@H:13]([NH:24][C:25]3[CH:32]=[CH:31][C:28]([C:29]#[N:30])=[C:27]([Cl:33])[C:26]=3[CH3:34])[C@@H:14]([OH:16])[CH3:15])=[N:10][N:9]=2)=[CH:4][CH:3]=1. The yield is 0.850. (8) The catalyst is CN(C=O)C. The product is [Cl:36][C:20]1[N:19]=[CH:18][C:17]([C:14]2[CH:15]=[CH:16][C:11]([C:10]([F:26])([F:25])[C:9]([C:3]3[CH:4]=[CH:5][C:6]([F:8])=[CH:7][C:2]=3[F:1])([OH:33])[CH2:27][N:28]3[CH:32]=[N:31][N:30]=[N:29]3)=[N:12][CH:13]=2)=[CH:22][N:21]=1. The reactants are [F:1][C:2]1[CH:7]=[C:6]([F:8])[CH:5]=[CH:4][C:3]=1[C:9]([OH:33])([CH2:27][N:28]1[CH:32]=[N:31][N:30]=[N:29]1)[C:10]([F:26])([F:25])[C:11]1[CH:16]=[CH:15][C:14]([C:17]2[CH:18]=[N:19][C:20](OC)=[N:21][CH:22]=2)=[CH:13][N:12]=1.P(Cl)(Cl)([Cl:36])=O. The yield is 0.310.